Dataset: Full USPTO retrosynthesis dataset with 1.9M reactions from patents (1976-2016). Task: Predict the reactants needed to synthesize the given product. Given the product [Cl:33][C:34]1[CH:39]=[C:38]([Cl:40])[CH:37]=[CH:36][C:35]=1[CH2:41][CH2:42][NH:43][C:10]1[N:15]=[C:14]([N:16]2[CH2:21][CH2:20][CH2:19][N:18]3[C:22](=[O:32])[CH:23]=[C:24]([C:26]4[CH:31]=[CH:30][CH:29]=[CH:28][CH:27]=4)[CH:25]=[C:17]23)[CH:13]=[CH:12][N:11]=1, predict the reactants needed to synthesize it. The reactants are: C(N[C:10]1[N:15]=[C:14]([N:16]2[CH2:21][CH2:20][CH2:19][N:18]3[C:22](=[O:32])[CH:23]=[C:24]([C:26]4[CH:31]=[CH:30][CH:29]=[CH:28][CH:27]=4)[CH:25]=[C:17]23)[CH:13]=[CH:12][N:11]=1)CC1C=CC=CC=1.[Cl:33][C:34]1[CH:39]=[C:38]([Cl:40])[CH:37]=[CH:36][C:35]=1[CH2:41][CH2:42][NH2:43].